Dataset: Catalyst prediction with 721,799 reactions and 888 catalyst types from USPTO. Task: Predict which catalyst facilitates the given reaction. (1) Reactant: [Cl:1][C:2]1[CH:20]=[C:19]([Cl:21])[CH:18]=[CH:17][C:3]=1[CH:4]([O:12][CH:13]1[CH2:16][NH:15][CH2:14]1)[C:5]1[CH:10]=[CH:9][C:8]([Cl:11])=[CH:7][CH:6]=1.[C:22]1([S:28](Cl)(=[O:30])=[O:29])[CH:27]=[CH:26][CH:25]=[CH:24][CH:23]=1.C(=O)([O-])[O-]. Product: [C:22]1([S:28]([N:15]2[CH2:14][CH:13]([O:12][CH:4]([C:5]3[CH:10]=[CH:9][C:8]([Cl:11])=[CH:7][CH:6]=3)[C:3]3[CH:17]=[CH:18][C:19]([Cl:21])=[CH:20][C:2]=3[Cl:1])[CH2:16]2)(=[O:30])=[O:29])[CH:27]=[CH:26][CH:25]=[CH:24][CH:23]=1. The catalyst class is: 4. (2) Reactant: [CH3:1][N:2]1[C:6]([NH:7][C:8](=[O:26])[C:9]2[CH:14]=[CH:13][CH:12]=[CH:11][C:10]=2[S:15][C:16]2[CH:24]=[C:23]3[C:19]([CH2:20][C:21](=[O:25])[NH:22]3)=[CH:18][CH:17]=2)=[CH:5][C:4]([CH3:27])=[N:3]1.[CH:28](OCC)=[O:29].[O-]CC.[Na+].Cl. Product: [CH3:1][N:2]1[C:6]([NH:7][C:8](=[O:26])[C:9]2[CH:14]=[CH:13][CH:12]=[CH:11][C:10]=2[S:15][C:16]2[CH:24]=[C:23]3[C:19](/[C:20](=[CH:28]/[OH:29])/[C:21](=[O:25])[NH:22]3)=[CH:18][CH:17]=2)=[CH:5][C:4]([CH3:27])=[N:3]1. The catalyst class is: 653. (3) Reactant: Br[C:2]1[CH:7]=[CH:6][C:5]([C@@:8]2([CH3:34])[C:12](=[O:13])[N:11]([C@@H:14]([CH2:22][CH:23]([CH3:25])[CH3:24])[C:15]([O:17][C:18]([CH3:21])([CH3:20])[CH3:19])=[O:16])[C:10](=[O:26])[N:9]2[CH2:27][C:28]2[CH:33]=[CH:32][CH:31]=[CH:30][CH:29]=2)=[CH:4][CH:3]=1. Product: [C:5]1([C@@:8]2([CH3:34])[C:12](=[O:13])[N:11]([C@@H:14]([CH2:22][CH:23]([CH3:25])[CH3:24])[C:15]([O:17][C:18]([CH3:19])([CH3:20])[CH3:21])=[O:16])[C:10](=[O:26])[N:9]2[CH2:27][C:28]2[CH:29]=[CH:30][CH:31]=[CH:32][CH:33]=2)[CH:4]=[CH:3][CH:2]=[CH:7][CH:6]=1. The catalyst class is: 29.